Dataset: Reaction yield outcomes from USPTO patents with 853,638 reactions. Task: Predict the reaction yield, written as a fraction of the theoretical maximum amount of product (1.0 means a 100% yield; for example, 0.34 means a 34% yield). (1) The reactants are [Br:1][C:2]1[CH:7]=[CH:6][C:5]([C:8]([CH3:13])([CH2:11][OH:12])[CH2:9]O)=[CH:4][CH:3]=1.C1(P(C2C=CC=CC=2)C2C=CC=CC=2)C=CC=CC=1.N(C(OC(C)C)=O)=NC(OC(C)C)=O. The catalyst is C1(C)C=CC=CC=1. The product is [Br:1][C:2]1[CH:7]=[CH:6][C:5]([C:8]2([CH3:13])[CH2:11][O:12][CH2:9]2)=[CH:4][CH:3]=1. The yield is 0.420. (2) The reactants are [OH:1][C:2]1[CH:3]=[C:4]([C:8]2[CH2:17][C:16](=[O:18])[C:15]3[C:10](=[CH:11][CH:12]=[C:13]([N:19]4[CH2:23][CH2:22][CH2:21][CH2:20]4)[CH:14]=3)[N:9]=2)[CH:5]=[CH:6][CH:7]=1.[H-].[Na+].[CH2:26]([O:33][P:34](O[P:34]([O:33][CH2:26][C:27]1[CH:28]=[CH:29][CH:30]=[CH:31][CH:32]=1)([O:35][CH2:36][C:37]1[CH:38]=[CH:39][CH:40]=[CH:41][CH:42]=1)=[O:43])(=[O:43])[O:35][CH2:36][C:37]1[CH:42]=[CH:41][CH:40]=[CH:39][CH:38]=1)[C:27]1[CH:32]=[CH:31][CH:30]=[CH:29][CH:28]=1. The catalyst is C1COCC1.CO. The product is [P:34]([O:1][C:2]1[CH:7]=[CH:6][CH:5]=[C:4]([C:8]2[NH:9][C:10]3[C:15]([C:16](=[O:18])[CH:17]=2)=[CH:14][C:13]([N:19]2[CH2:23][CH2:22][CH2:21][CH2:20]2)=[CH:12][CH:11]=3)[CH:3]=1)([O:33][CH2:26][C:27]1[CH:32]=[CH:31][CH:30]=[CH:29][CH:28]=1)([O:35][CH2:36][C:37]1[CH:42]=[CH:41][CH:40]=[CH:39][CH:38]=1)=[O:43]. The yield is 0.327. (3) The reactants are [CH2:1]([CH:9]([CH2:12][CH2:13][CH2:14][CH2:15][CH2:16][CH2:17][CH2:18][CH2:19][CH2:20][CH3:21])[CH2:10]O)[CH2:2][CH2:3][CH2:4][CH2:5][CH2:6][CH2:7][CH3:8].C1(P(C2C=CC=CC=2)C2C=CC=CC=2)C=CC=CC=1.N1C=CN=C1.[I:46]I.[O-]S([O-])=O.[Na+].[Na+]. The catalyst is ClCCl. The product is [I:46][CH2:10][CH:9]([CH2:12][CH2:13][CH2:14][CH2:15][CH2:16][CH2:17][CH2:18][CH2:19][CH2:20][CH3:21])[CH2:1][CH2:2][CH2:3][CH2:4][CH2:5][CH2:6][CH2:7][CH3:8]. The yield is 0.980. (4) The reactants are C([O:8][C@H:9]1[C@@H:14]([O:15]CC2C=CC=CC=2)[C@H:13]([O:23]CC2C=CC=CC=2)[C@@H:12]([CH2:31][O:32]CC2C=CC=CC=2)[O:11][C@:10]21[CH2:48][CH2:47][C:46]1[C:41](=[CH:42][CH:43]=[C:44]([O:49]CC3C=CC=CC=3)[CH:45]=1)[O:40]2)C1C=CC=CC=1.[F:57][C:58]([F:77])([F:76])[S:59](N(C1C=CC=CC=1)[S:59]([C:58]([F:77])([F:76])[F:57])(=[O:61])=[O:60])(=[O:61])=[O:60]. The catalyst is CN(C=O)C. The product is [OH:8][C@H:9]1[C@@H:14]([OH:15])[C@H:13]([OH:23])[C@@H:12]([CH2:31][OH:32])[O:11][C@:10]21[CH2:48][CH2:47][C:46]1[C:41](=[CH:42][CH:43]=[C:44]([O:49][S:59]([C:58]([F:77])([F:76])[F:57])(=[O:61])=[O:60])[CH:45]=1)[O:40]2. The yield is 0.870. (5) The yield is 0.420. The reactants are [O:1]=[C:2]1[CH2:6][CH2:5][CH2:4][N:3]1[C:7]1[CH:12]=[C:11]([CH2:13][NH:14][C:15]2[CH:23]=[CH:22][CH:21]=[CH:20][C:16]=2[C:17]([OH:19])=O)[CH:10]=[CH:9][N:8]=1.[NH2:24][C:25]1[CH:26]=[C:27]([C:31]([F:34])([F:33])[F:32])[CH:28]=[CH:29][CH:30]=1.CN1CCOCC1. The catalyst is CN(C)C=O.C(OCC)(=O)C. The product is [O:1]=[C:2]1[CH2:6][CH2:5][CH2:4][N:3]1[C:7]1[CH:12]=[C:11]([CH2:13][NH:14][C:15]2[CH:23]=[CH:22][CH:21]=[CH:20][C:16]=2[C:17]([NH:24][C:25]2[CH:30]=[CH:29][CH:28]=[C:27]([C:31]([F:32])([F:33])[F:34])[CH:26]=2)=[O:19])[CH:10]=[CH:9][N:8]=1. (6) The reactants are [CH2:1]([C:5]1[N:18]=[C:9]2[S:10][C:11]3[C:16](=O)[NH:15][CH:14]=[N:13][C:12]=3[C:8]2=[C:7]2[CH2:19][CH2:20][O:21][CH2:22][C:6]=12)[CH:2]([CH3:4])[CH3:3].P(Cl)(Cl)([Cl:25])=O. No catalyst specified. The product is [Cl:25][C:16]1[N:15]=[CH:14][N:13]=[C:12]2[C:8]3[C:9](=[N:18][C:5]([CH2:1][CH:2]([CH3:4])[CH3:3])=[C:6]4[CH2:22][O:21][CH2:20][CH2:19][C:7]=34)[S:10][C:11]=12. The yield is 0.970. (7) The reactants are Cl.[CH3:2][O:3][C:4]([C:6]1([O:12][CH3:13])[CH2:11][CH2:10][NH:9][CH2:8][CH2:7]1)=[O:5].C([O-])([O-])=O.[K+].[K+].[C:20]([O:24][C:25]([N:27]1[CH2:33][CH2:32][CH2:31][C:30](=O)[CH2:29][CH2:28]1)=[O:26])([CH3:23])([CH3:22])[CH3:21].C([BH3-])#N.[Na+]. The catalyst is CO.[Cl-].[Zn+2].[Cl-].O. The product is [CH3:13][O:12][C:6]1([C:4]([O:3][CH3:2])=[O:5])[CH2:7][CH2:8][N:9]([CH:30]2[CH2:31][CH2:32][CH2:33][N:27]([C:25]([O:24][C:20]([CH3:23])([CH3:22])[CH3:21])=[O:26])[CH2:28][CH2:29]2)[CH2:10][CH2:11]1. The yield is 0.155. (8) The product is [C:1]([O:5][C:6]([N:8]1[CH2:9][CH2:10][C:11]2[N:17]=[C:16]([I:25])[NH:15][C:12]=2[CH2:13][CH2:14]1)=[O:7])([CH3:4])([CH3:2])[CH3:3]. The catalyst is C1COCC1. The reactants are [C:1]([O:5][C:6]([N:8]1[CH2:14][CH2:13][C:12]2[N:15]=[CH:16][NH:17][C:11]=2[CH2:10][CH2:9]1)=[O:7])([CH3:4])([CH3:3])[CH3:2].C1C(=O)N([I:25])C(=O)C1. The yield is 0.840.